Dataset: Full USPTO retrosynthesis dataset with 1.9M reactions from patents (1976-2016). Task: Predict the reactants needed to synthesize the given product. Given the product [Cl:1][C:2]1[CH:3]=[C:4]([CH:8]=[C:9]([N:13]([CH3:14])[CH3:12])[N:10]=1)[C:5]([OH:7])=[O:6], predict the reactants needed to synthesize it. The reactants are: [Cl:1][C:2]1[CH:3]=[C:4]([CH:8]=[C:9](Cl)[N:10]=1)[C:5]([OH:7])=[O:6].[CH3:12][NH:13][CH3:14].O1CCCC1.